Dataset: Forward reaction prediction with 1.9M reactions from USPTO patents (1976-2016). Task: Predict the product of the given reaction. (1) Given the reactants [OH:1][CH2:2][CH2:3][CH:4]1[CH2:9][CH2:8][N:7]([C:10]([O:12][C:13]2([CH3:16])[CH2:15][CH2:14]2)=[O:11])[CH2:6][CH2:5]1.[H-].[Na+].Br[CH2:20][C:21]1[N:22]=[CH:23][C:24]2[CH2:30][N:29]([S:31]([CH3:34])(=[O:33])=[O:32])[CH2:28][CH2:27][C:25]=2[N:26]=1, predict the reaction product. The product is: [CH3:34][S:31]([N:29]1[CH2:28][CH2:27][C:25]2[N:26]=[C:21]([CH2:20][O:1][CH2:2][CH2:3][CH:4]3[CH2:9][CH2:8][N:7]([C:10]([O:12][C:13]4([CH3:16])[CH2:15][CH2:14]4)=[O:11])[CH2:6][CH2:5]3)[N:22]=[CH:23][C:24]=2[CH2:30]1)(=[O:32])=[O:33]. (2) Given the reactants CC1C=CC(S(O[CH2:12][CH:13]2[CH2:22][CH2:21][C:20]3[C:15](=[CH:16][C:17]([S:23]([CH3:26])(=[O:25])=[O:24])=[CH:18][CH:19]=3)[O:14]2)(=O)=O)=CC=1.[CH2:27]([NH:30][CH2:31][CH2:32][CH3:33])[CH2:28][CH3:29], predict the reaction product. The product is: [CH3:26][S:23]([C:17]1[CH:16]=[C:15]2[C:20]([CH2:21][CH2:22][CH:13]([CH2:12][N:30]([CH2:31][CH2:32][CH3:33])[CH2:27][CH2:28][CH3:29])[O:14]2)=[CH:19][CH:18]=1)(=[O:24])=[O:25].